From a dataset of TCR-epitope binding with 47,182 pairs between 192 epitopes and 23,139 TCRs. Binary Classification. Given a T-cell receptor sequence (or CDR3 region) and an epitope sequence, predict whether binding occurs between them. The epitope is PKYVKQNTLKLAT. Result: 1 (the TCR binds to the epitope). The TCR CDR3 sequence is CASSQVGPIQETQYF.